Dataset: Full USPTO retrosynthesis dataset with 1.9M reactions from patents (1976-2016). Task: Predict the reactants needed to synthesize the given product. (1) Given the product [NH2:8][C:9]1[CH:14]=[CH:13][C:12]([S:15][C:16]2[CH:24]=[CH:23][C:19]([C:20]([OH:22])=[O:21])=[CH:18][C:17]=2[NH:25][C:26]2[C:27]3[CH:35]=[C:34]([F:36])[C:33]([CH:37]([CH3:39])[CH3:38])=[N:32][C:28]=3[N:29]=[CH:30][N:31]=2)=[CH:11][CH:10]=1, predict the reactants needed to synthesize it. The reactants are: C(OC([NH:8][C:9]1[CH:14]=[CH:13][C:12]([S:15][C:16]2[CH:24]=[CH:23][C:19]([C:20]([OH:22])=[O:21])=[CH:18][C:17]=2[NH:25][C:26]2[C:27]3[CH:35]=[C:34]([F:36])[C:33]([CH:37]([CH3:39])[CH3:38])=[N:32][C:28]=3[N:29]=[CH:30][N:31]=2)=[CH:11][CH:10]=1)=O)(C)(C)C.FC(F)(F)C(O)=O. (2) The reactants are: Cl[C:2]1[N:11]=[C:10]([NH:12][CH2:13][CH2:14][CH:15]([C:22]2[CH:27]=[CH:26][CH:25]=[CH:24][CH:23]=2)[C:16]2[CH:21]=[CH:20][CH:19]=[CH:18][CH:17]=2)[C:9]2[C:4](=[CH:5][CH:6]=[CH:7][CH:8]=2)[N:3]=1.[N:28]1[CH:29]=[CH:30][N:31]2[CH:36]=[C:35](B(O)O)[CH:34]=[CH:33][C:32]=12.C(NC1C2C(=CC=CC=2)N=C(C2SC3C=CC=CC=3C=2)N=1)(C1C=CC=CC=1)C1C=CC=CC=1. Given the product [C:16]1([CH:15]([C:22]2[CH:27]=[CH:26][CH:25]=[CH:24][CH:23]=2)[CH2:14][CH2:13][NH:12][C:10]2[C:9]3[C:4](=[CH:5][CH:6]=[CH:7][CH:8]=3)[N:3]=[C:2]([C:35]3[CH:34]=[CH:33][C:32]4[N:31]([CH:30]=[CH:29][N:28]=4)[CH:36]=3)[N:11]=2)[CH:21]=[CH:20][CH:19]=[CH:18][CH:17]=1, predict the reactants needed to synthesize it. (3) Given the product [C:32]([NH:31][C:29]1[C:28]([Br:35])=[CH:27][C:26]([F:36])=[C:14]([N:12]2[C:2]3[C:7](=[CH:6][CH:5]=[C:4]([Cl:16])[N:3]=3)[C:8](=[O:15])[CH:9]=[C:10]2[CH3:11])[CH:30]=1)(=[O:34])[CH3:33], predict the reactants needed to synthesize it. The reactants are: Cl[C:2]1[C:7]([C:8](=[O:15])/[CH:9]=[C:10](/[N:12]([CH3:14])C)\[CH3:11])=[CH:6][CH:5]=[C:4]([Cl:16])[N:3]=1.OC(C(F)(F)F)=O.NC1[C:26]([F:36])=[CH:27][C:28]([Br:35])=[C:29]([NH:31][C:32](=[O:34])[CH3:33])[CH:30]=1.C(=O)([O-])[O-].[K+].[K+].O. (4) Given the product [Cl:11][C:3]1[CH:4]=[C:5]([C:6]#[N:7])[CH:8]=[C:9]2[C:2]=1[NH:1][N:24]=[CH:10]2, predict the reactants needed to synthesize it. The reactants are: [NH2:1][C:2]1[C:9]([CH3:10])=[CH:8][C:5]([C:6]#[N:7])=[CH:4][C:3]=1[Cl:11].C(OC(=O)C)(=O)C.C([O-])(=O)C.[K+].[N:24](OCCC(C)C)=O.Cl. (5) Given the product [Cl:1][C:2]1[C:3]([F:9])=[C:4]([NH:5][C:17]([C:15]2[CH:14]=[CH:13][CH:12]=[C:11]([CH3:10])[N:16]=2)=[NH:18])[CH:6]=[CH:7][CH:8]=1, predict the reactants needed to synthesize it. The reactants are: [Cl:1][C:2]1[C:3]([F:9])=[C:4]([CH:6]=[CH:7][CH:8]=1)[NH2:5].[CH3:10][C:11]1[N:16]=[C:15]([C:17]#[N:18])[CH:14]=[CH:13][CH:12]=1.